From a dataset of Catalyst prediction with 721,799 reactions and 888 catalyst types from USPTO. Predict which catalyst facilitates the given reaction. The catalyst class is: 370. Reactant: [Br:1][C:2]1[CH:7]=[CH:6][N:5]=[C:4]([C:8]([OH:10])=[O:9])[CH:3]=1.[CH3:11][Si](C=[N+]=[N-])(C)C. Product: [Br:1][C:2]1[CH:7]=[CH:6][N:5]=[C:4]([C:8]([O:10][CH3:11])=[O:9])[CH:3]=1.